From a dataset of Peptide-MHC class II binding affinity with 134,281 pairs from IEDB. Regression. Given a peptide amino acid sequence and an MHC pseudo amino acid sequence, predict their binding affinity value. This is MHC class II binding data. (1) The peptide sequence is KLSHSDYEYKVSKLV. The MHC is DRB1_0101 with pseudo-sequence DRB1_0101. The binding affinity (normalized) is 0.253. (2) The peptide sequence is ECVFYEQMKKFTGKD. The MHC is DRB1_0101 with pseudo-sequence DRB1_0101. The binding affinity (normalized) is 0.261. (3) The peptide sequence is GIDTNAYYVMTVGTKTFL. The MHC is DRB1_1101 with pseudo-sequence DRB1_1101. The binding affinity (normalized) is 0.444. (4) The binding affinity (normalized) is 0.692. The MHC is DRB1_0301 with pseudo-sequence DRB1_0301. The peptide sequence is NLYKLHGGHVSCRVK. (5) The peptide sequence is YRSLQPEEFAVVDLS. The MHC is DRB3_0202 with pseudo-sequence DRB3_0202. The binding affinity (normalized) is 0. (6) The peptide sequence is KYMVIQGEPGRVIRG. The MHC is HLA-DQA10102-DQB10602 with pseudo-sequence HLA-DQA10102-DQB10602. The binding affinity (normalized) is 0.223. (7) The peptide sequence is ASGGRLNPTEPLPIF. The MHC is DRB1_1501 with pseudo-sequence DRB1_1501. The binding affinity (normalized) is 0.347. (8) The peptide sequence is AVFEAALTKAITAMT. The MHC is DRB1_1302 with pseudo-sequence DRB1_1302. The binding affinity (normalized) is 0.408. (9) The binding affinity (normalized) is 0.617. The MHC is DRB1_0401 with pseudo-sequence DRB1_0401. The peptide sequence is SQDLELSWNLNGLPAY.